From a dataset of Reaction yield outcomes from USPTO patents with 853,638 reactions. Predict the reaction yield, written as a fraction of the theoretical maximum amount of product (1.0 means a 100% yield; for example, 0.34 means a 34% yield). (1) The product is [C:8]([N:12]1[CH2:13][CH2:14][N:15]([C:18]2[C:25]([F:26])=[CH:24][C:23]([F:27])=[CH:22][C:19]=2[CH:20]2[N:5]([CH2:4][CH2:3][C:2]([CH3:7])([CH3:6])[CH3:1])[C:30](=[O:31])[C@H:29]([CH2:33][C:34]([OH:36])=[O:35])[S:28]2)[CH2:16][CH2:17]1)([CH3:11])([CH3:10])[CH3:9]. The yield is 0.270. The reactants are [CH3:1][C:2]([CH3:7])([CH3:6])[CH2:3][CH2:4][NH2:5].[C:8]([N:12]1[CH2:17][CH2:16][N:15]([C:18]2[C:25]([F:26])=[CH:24][C:23]([F:27])=[CH:22][C:19]=2[CH:20]=O)[CH2:14][CH2:13]1)([CH3:11])([CH3:10])[CH3:9].[SH:28][C@@H:29]([CH2:33][C:34]([OH:36])=[O:35])[C:30](O)=[O:31]. The catalyst is C1(C)C=CC=CC=1. (2) The reactants are Cl[C:2]1[N:7]=[N:6][C:5]([CH:8]([C:11]2[C:16]([Br:17])=[CH:15][C:14]([CH2:18]OC3CCCCO3)=[CH:13][C:12]=2[Br:26])C#N)=[CH:4][C:3]=1[CH:27]([CH3:29])[CH3:28].C([O-])(=[O:32])C.[Na+].[ClH:35]. The catalyst is C(O)(=O)C.C(OCC)(=O)C. The product is [Br:26][C:12]1[CH:13]=[C:14]([CH2:18][Cl:35])[CH:15]=[C:16]([Br:17])[C:11]=1[CH2:8][C:5]1[CH:4]=[C:3]([CH:27]([CH3:29])[CH3:28])[C:2](=[O:32])[NH:7][N:6]=1. The yield is 0.360. (3) The reactants are [CH3:1][O:2][C:3]([C:5]1(Br)[CH:14]=[C:13]([O:15][CH2:16][O:17][CH2:18][CH2:19][Si:20]([CH3:23])([CH3:22])[CH3:21])[C:12]2[C:7](=[CH:8][CH:9]=[C:10]([O:24][CH3:25])[CH:11]=2)[NH:6]1)=[O:4].[CH3:27][N:28]1[CH2:34][CH2:33][CH2:32][NH:31][CH2:30][CH2:29]1.C1C=CC(P(C2C(C3C(P(C4C=CC=CC=4)C4C=CC=CC=4)=CC=C4C=3C=CC=C4)=C3C(C=CC=C3)=CC=2)C2C=CC=CC=2)=CC=1.C(=O)([O-])[O-].[Cs+].[Cs+]. The catalyst is C1(C)C=CC=CC=1. The product is [CH3:1][O:2][C:3]([C:5]1[CH:14]=[C:13]([O:15][CH2:16][O:17][CH2:18][CH2:19][Si:20]([CH3:23])([CH3:22])[CH3:21])[C:12]2[C:7](=[C:8]([N:31]3[CH2:32][CH2:33][CH2:34][N:28]([CH3:27])[CH2:29][CH2:30]3)[CH:9]=[C:10]([O:24][CH3:25])[CH:11]=2)[N:6]=1)=[O:4]. The yield is 0.920. (4) The reactants are [CH2:1]1[C:6]2[C:7]3[CH:13]=[CH:12][C:11]([N:14]4[CH:19]=[CH:18][C:17]([C:20]5[CH:25]=[CH:24][C:23]([C:26]([F:29])([F:28])[F:27])=[CH:22][N:21]=5)=[CH:16][C:15]4=[O:30])=[CH:10][C:8]=3[O:9][C:5]=2[CH2:4][CH2:3][NH:2]1.[ClH:31].CCOCC. The catalyst is CO. The product is [ClH:31].[CH2:1]1[C:6]2[C:7]3[CH:13]=[CH:12][C:11]([N:14]4[CH:19]=[CH:18][C:17]([C:20]5[CH:25]=[CH:24][C:23]([C:26]([F:29])([F:27])[F:28])=[CH:22][N:21]=5)=[CH:16][C:15]4=[O:30])=[CH:10][C:8]=3[O:9][C:5]=2[CH2:4][CH2:3][NH:2]1. The yield is 0.860. (5) The reactants are BrCCBr.Cl[Si](C)(C)C.I[CH:11]1[CH2:14][N:13]([C:15]([O:17][C:18]([CH3:21])([CH3:20])[CH3:19])=[O:16])[CH2:12]1.[C:22]([C:25]1[CH:32]=[C:31]([Cl:33])[C:28]([C:29]#[N:30])=[C:27](I)[C:26]=1[O:35][CH3:36])(=[O:24])[CH3:23].[Cl-].[NH4+]. The catalyst is CN(C)C(=O)C.[Zn].C1C=CC(/C=C/C(/C=C/C2C=CC=CC=2)=O)=CC=1.C1C=CC(/C=C/C(/C=C/C2C=CC=CC=2)=O)=CC=1.C1C=CC(/C=C/C(/C=C/C2C=CC=CC=2)=O)=CC=1.[Pd].[Pd].O1C=CC=C1P(C1OC=CC=1)C1OC=CC=1. The product is [C:22]([C:25]1[C:26]([O:35][CH3:36])=[C:27]([CH:11]2[CH2:14][N:13]([C:15]([O:17][C:18]([CH3:21])([CH3:20])[CH3:19])=[O:16])[CH2:12]2)[C:28]([C:29]#[N:30])=[C:31]([Cl:33])[CH:32]=1)(=[O:24])[CH3:23]. The yield is 0.850. (6) The reactants are [F:1][C:2]1[CH:3]=[C:4]([C:12]([C:15]2[CH:20]=[CH:19][C:18]([F:21])=[CH:17][CH:16]=2)=[N:13]O)[CH:5]=[C:6]([C:8]([F:11])([F:10])[F:9])[CH:7]=1.C([O-])(=O)C.[NH4+]. The catalyst is CCO.[NH4+].[OH-].[Zn]. The product is [F:1][C:2]1[CH:3]=[C:4]([CH:12]([C:15]2[CH:20]=[CH:19][C:18]([F:21])=[CH:17][CH:16]=2)[NH2:13])[CH:5]=[C:6]([C:8]([F:10])([F:11])[F:9])[CH:7]=1. The yield is 0.930.